Dataset: Reaction yield outcomes from USPTO patents with 853,638 reactions. Task: Predict the reaction yield, written as a fraction of the theoretical maximum amount of product (1.0 means a 100% yield; for example, 0.34 means a 34% yield). The product is [Br-:12].[OH:16][CH2:15][CH2:14][CH2:13][N+:1]1[C:11]2[C:6](=[CH:7][CH:8]=[CH:9][CH:10]=2)[C:4]([CH3:5])=[CH:3][CH:2]=1. The catalyst is C(#N)C. The reactants are [N:1]1[C:11]2[C:6](=[CH:7][CH:8]=[CH:9][CH:10]=2)[C:4]([CH3:5])=[CH:3][CH:2]=1.[Br:12][CH2:13][CH2:14][CH2:15][OH:16]. The yield is 0.840.